From a dataset of Reaction yield outcomes from USPTO patents with 853,638 reactions. Predict the reaction yield, written as a fraction of the theoretical maximum amount of product (1.0 means a 100% yield; for example, 0.34 means a 34% yield). (1) The reactants are Cl[C:2]1[CH:3]=[CH:4][C:5]([N+:26]([O-:28])=[O:27])=[C:6]([CH:25]=1)[C:7]([NH:9][C:10]1[N:14]=[CH:13][N:12]([C:15]2[CH:20]=[CH:19][CH:18]=[C:17]([C:21]([F:24])([F:23])[F:22])[CH:16]=2)[N:11]=1)=[O:8].[NH:29]1[CH2:34][CH2:33][CH2:32][CH2:31][CH2:30]1. The catalyst is CN(C)C=O. The product is [N+:26]([C:5]1[CH:4]=[CH:3][C:2]([N:29]2[CH2:34][CH2:33][CH2:32][CH2:31][CH2:30]2)=[CH:25][C:6]=1[C:7]([NH:9][C:10]1[N:14]=[CH:13][N:12]([C:15]2[CH:20]=[CH:19][CH:18]=[C:17]([C:21]([F:24])([F:23])[F:22])[CH:16]=2)[N:11]=1)=[O:8])([O-:28])=[O:27]. The yield is 0.900. (2) The product is [F:13][CH:14]([F:17])[CH2:15][O:1][C:2]1[CH:11]=[CH:10][C:5]([C:6]([O:8][CH3:9])=[O:7])=[CH:4][C:3]=1[CH3:12]. The yield is 0.900. The reactants are [OH:1][C:2]1[CH:11]=[CH:10][C:5]([C:6]([O:8][CH3:9])=[O:7])=[CH:4][C:3]=1[CH3:12].[F:13][CH:14]([F:17])[CH2:15]O.C1(P(C2C=CC=CC=2)C2C=CC=CC=2)C=CC=CC=1.N(C(OCC)=O)=NC(OCC)=O. The catalyst is C1COCC1.